Dataset: Reaction yield outcomes from USPTO patents with 853,638 reactions. Task: Predict the reaction yield, written as a fraction of the theoretical maximum amount of product (1.0 means a 100% yield; for example, 0.34 means a 34% yield). (1) The reactants are [Cl:1][C:2]1[CH:9]=[C:8](I)[C:5]([C:6]#[N:7])=[CH:4][N:3]=1.[NH2:11][C:12]1[CH:22]=[CH:21][CH:20]=[CH:19][C:13]=1[C:14]([NH:16]OC)=[O:15].[O-]P([O-])([O-])=O.[K+].[K+].[K+].[CH:31]1C=CC(P(C2C(OC3C(P(C4C=CC=CC=4)C4C=CC=CC=4)=CC=CC=3)=CC=CC=2)C2C=CC=CC=2)=CC=1. The catalyst is O1CCOCC1.CC(O)=O.CC(O)=O.[Pd]. The product is [Cl:1][C:2]1[CH:9]=[C:8]([NH:11][C:12]2[CH:22]=[CH:21][CH:20]=[CH:19][C:13]=2[C:14]([NH:16][CH3:31])=[O:15])[C:5]([C:6]#[N:7])=[CH:4][N:3]=1. The yield is 0.590. (2) The reactants are [C:1]([O:5][C:6](=[O:18])[NH:7][CH:8]([C:13]1[NH:17][N:16]=[N:15][N:14]=1)[CH2:9][C:10](=O)[NH2:11])([CH3:4])([CH3:3])[CH3:2].N1C=CC=CC=1.FC(F)(F)C(OC(=O)C(F)(F)F)=O.C(=O)(O)[O-].[Na+]. The catalyst is O1CCOCC1.O. The product is [C:1]([O:5][C:6](=[O:18])[NH:7][CH:8]([C:13]1[NH:17][N:16]=[N:15][N:14]=1)[CH2:9][C:10]#[N:11])([CH3:4])([CH3:2])[CH3:3]. The yield is 0.970. (3) The reactants are [F:1][C:2]1[CH:7]=[CH:6][C:5]([C:8]2[O:9][C:10]3[CH:20]=[C:19]([N:21]([CH3:26])[S:22]([CH3:25])(=[O:24])=[O:23])[C:18]([C:27]4[CH:32]=[CH:31][C:30]([O:33][CH3:34])=[C:29]([C:35]5[O:36][C:37]6[CH:43]=[C:42](I)[CH:41]=[CH:40][C:38]=6[N:39]=5)[CH:28]=4)=[CH:17][C:11]=3[C:12]=2[C:13]([NH:15][CH3:16])=[O:14])=[CH:4][CH:3]=1.[N:45]1[CH:50]=[C:49](B(O)O)[CH:48]=[N:47][CH:46]=1.[O-]P([O-])([O-])=O.[K+].[K+].[K+]. The catalyst is CN(C=O)C.C1C=CC(P(C2C=CC=CC=2)[C-]2C=CC=C2)=CC=1.C1C=CC(P(C2C=CC=CC=2)[C-]2C=CC=C2)=CC=1.Cl[Pd]Cl.[Fe+2]. The product is [F:1][C:2]1[CH:7]=[CH:6][C:5]([C:8]2[O:9][C:10]3[CH:20]=[C:19]([N:21]([CH3:26])[S:22]([CH3:25])(=[O:24])=[O:23])[C:18]([C:27]4[CH:32]=[CH:31][C:30]([O:33][CH3:34])=[C:29]([C:35]5[O:36][C:37]6[CH:43]=[C:42]([C:49]7[CH:50]=[N:45][CH:46]=[N:47][CH:48]=7)[CH:41]=[CH:40][C:38]=6[N:39]=5)[CH:28]=4)=[CH:17][C:11]=3[C:12]=2[C:13]([NH:15][CH3:16])=[O:14])=[CH:4][CH:3]=1. The yield is 0.483. (4) The reactants are [CH3:1][C:2]1[CH:7]=[CH:6][N:5]2[C:8]([C:11]3[CH:12]=[C:13]([OH:17])[CH:14]=[CH:15][CH:16]=3)=[CH:9][N:10]=[C:4]2[CH:3]=1.N1C=CC=CC=1.[F:24][C:25]([F:38])([F:37])[S:26](O[S:26]([C:25]([F:38])([F:37])[F:24])(=[O:28])=[O:27])(=[O:28])=[O:27].O. The catalyst is ClCCl. The product is [CH3:1][C:2]1[CH:7]=[CH:6][N:5]2[C:8]([C:11]3[CH:12]=[C:13]([O:17][S:26]([C:25]([F:38])([F:37])[F:24])(=[O:28])=[O:27])[CH:14]=[CH:15][CH:16]=3)=[CH:9][N:10]=[C:4]2[CH:3]=1. The yield is 0.600. (5) The reactants are [F:1][C:2]1[CH:7]=[CH:6][C:5]([C:8]2[N:9]([CH2:31][CH2:32][C:33](=[O:59])[CH2:34][C:35]([O:37][C@H:38]([C:53]3[CH:58]=[CH:57][CH:56]=[CH:55][CH:54]=3)[C:39]([OH:52])([C:46]3[CH:51]=[CH:50][CH:49]=[CH:48][CH:47]=3)[C:40]3[CH:45]=[CH:44][CH:43]=[CH:42][CH:41]=3)=[O:36])[C:10]([CH:28]([CH3:30])[CH3:29])=[C:11]([C:19]([NH:21][C:22]3[CH:27]=[CH:26][CH:25]=[CH:24][CH:23]=3)=[O:20])[C:12]=2[C:13]2[CH:18]=[CH:17][CH:16]=[CH:15][CH:14]=2)=[CH:4][CH:3]=1.[BH4-].[Na+]. The catalyst is C1COCC1.CO. The product is [F:1][C:2]1[CH:3]=[CH:4][C:5]([C:8]2[N:9]([CH2:31][CH2:32][C@@H:33]([OH:59])[CH2:34][C:35]([O:37][C@H:38]([C:53]3[CH:54]=[CH:55][CH:56]=[CH:57][CH:58]=3)[C:39]([OH:52])([C:46]3[CH:51]=[CH:50][CH:49]=[CH:48][CH:47]=3)[C:40]3[CH:41]=[CH:42][CH:43]=[CH:44][CH:45]=3)=[O:36])[C:10]([CH:28]([CH3:30])[CH3:29])=[C:11]([C:19]([NH:21][C:22]3[CH:27]=[CH:26][CH:25]=[CH:24][CH:23]=3)=[O:20])[C:12]=2[C:13]2[CH:18]=[CH:17][CH:16]=[CH:15][CH:14]=2)=[CH:6][CH:7]=1. The yield is 0.940. (6) The yield is 0.500. The catalyst is CN(C)C=O.O.C1C=CC(P(C2C=CC=CC=2)[C-]2C=CC=C2)=CC=1.C1C=CC(P(C2C=CC=CC=2)[C-]2C=CC=C2)=CC=1.Cl[Pd]Cl.[Fe+2]. The product is [F:23][C:14]1[CH:13]=[C:12]([NH:11][S:8]([C:5]2[N:6]=[CH:7][C:2]([B:24]([OH:28])[OH:25])=[CH:3][CH:4]=2)(=[O:10])=[O:9])[CH:21]=[C:20]([F:22])[C:15]=1[C:16]([O:18][CH3:19])=[O:17]. The reactants are Br[C:2]1[CH:3]=[CH:4][C:5]([S:8]([NH:11][C:12]2[CH:21]=[C:20]([F:22])[C:15]([C:16]([O:18][CH3:19])=[O:17])=[C:14]([F:23])[CH:13]=2)(=[O:10])=[O:9])=[N:6][CH:7]=1.[B:24]1(B2OC(C)(C)C(C)(C)O2)[O:28]C(C)(C)C(C)(C)[O:25]1.C([O-])(=O)C.[K+]. (7) The reactants are [OH:1][CH2:2][CH2:3][C@@H:4]([NH:11][C:12]([C:14]1[CH:15]=[C:16]2[C:20](=[CH:21][CH:22]=1)[NH:19][N:18]=[C:17]2I)=[O:13])[C:5]1[CH:10]=[CH:9][CH:8]=[CH:7][CH:6]=1.[Cl:24][C:25]1[CH:38]=[C:37](B2OC(C)(C)C(C)(C)O2)[CH:36]=[CH:35][C:26]=1[O:27][CH:28]1[CH2:33][CH2:32][N:31]([CH3:34])[CH2:30][CH2:29]1.C([O-])([O-])=O.[Na+].[Na+]. The catalyst is C1C=CC([P]([Pd]([P](C2C=CC=CC=2)(C2C=CC=CC=2)C2C=CC=CC=2)([P](C2C=CC=CC=2)(C2C=CC=CC=2)C2C=CC=CC=2)[P](C2C=CC=CC=2)(C2C=CC=CC=2)C2C=CC=CC=2)(C2C=CC=CC=2)C2C=CC=CC=2)=CC=1.C1(C)C=CC=CC=1.CCO. The product is [Cl:24][C:25]1[CH:38]=[C:37]([C:17]2[C:16]3[C:20](=[CH:21][CH:22]=[C:14]([C:12]([NH:11][C@@H:4]([C:5]4[CH:10]=[CH:9][CH:8]=[CH:7][CH:6]=4)[CH2:3][CH2:2][OH:1])=[O:13])[CH:15]=3)[NH:19][N:18]=2)[CH:36]=[CH:35][C:26]=1[O:27][CH:28]1[CH2:33][CH2:32][N:31]([CH3:34])[CH2:30][CH2:29]1. The yield is 0.300. (8) The reactants are [CH2:1]([O:8][C:9]1[CH:14]=[C:13]([O:15][CH2:16][C:17]2[CH:22]=[CH:21][CH:20]=[CH:19][CH:18]=2)C(C=O)=[CH:11][C:10]=1[CH2:25][CH2:26][CH2:27][O:28][CH2:29][CH2:30][CH2:31][O:32][CH2:33][CH2:34][CH2:35][C:36]1[CH:41]=[C:40]([CH:42]=O)[C:39]([O:44][CH2:45][C:46]2[CH:51]=[CH:50][CH:49]=[CH:48][CH:47]=2)=[CH:38][C:37]=1[O:52][CH2:53][C:54]1[CH:59]=[CH:58][CH:57]=[CH:56][CH:55]=1)[C:2]1[CH:7]=[CH:6][CH:5]=[CH:4][CH:3]=1.Cl.[NH2:61]O.C([N:65]([CH2:68][CH3:69])CC)C.C1(=O)OC(=O)C2=CC=CC=C12. The catalyst is CC#N. The product is [C:42]([C:40]1[C:39]([O:44][CH2:45][C:46]2[CH:51]=[CH:50][CH:49]=[CH:48][CH:47]=2)=[CH:38][C:37]([O:52][CH2:53][C:54]2[CH:59]=[CH:58][CH:57]=[CH:56][CH:55]=2)=[C:36]([CH2:35][CH2:34][CH2:33][O:32][CH2:31][CH2:30][CH2:29][O:28][CH2:27][CH2:26][CH2:25][C:10]2[CH:11]=[C:69]([C:68]#[N:65])[C:13]([O:15][CH2:16][C:17]3[CH:22]=[CH:21][CH:20]=[CH:19][CH:18]=3)=[CH:14][C:9]=2[O:8][CH2:1][C:2]2[CH:7]=[CH:6][CH:5]=[CH:4][CH:3]=2)[CH:41]=1)#[N:61]. The yield is 0.770.